This data is from Catalyst prediction with 721,799 reactions and 888 catalyst types from USPTO. The task is: Predict which catalyst facilitates the given reaction. Reactant: [O:1]1[CH2:6][CH:5]([O:7][C:8](=[O:30])[NH:9][C@@H:10]([CH2:23][C:24]2[CH:29]=[CH:28][CH:27]=[CH:26][CH:25]=2)[C@H:11]([OH:22])[CH2:12][NH:13][CH2:14][C:15]([CH3:21])([CH3:20])[CH2:16][CH2:17][C:18]#[N:19])[CH2:4][O:3][CH2:2]1.[CH2:31]([O:38][C:39]1[CH:44]=[CH:43][C:42]([S:45](Cl)(=[O:47])=[O:46])=[CH:41][CH:40]=1)[C:32]1[CH:37]=[CH:36][CH:35]=[CH:34][CH:33]=1.N(CC)(C(C)C)C(C)C. Product: [O:1]1[CH2:6][CH:5]([O:7][C:8](=[O:30])[NH:9][C@@H:10]([CH2:23][C:24]2[CH:25]=[CH:26][CH:27]=[CH:28][CH:29]=2)[C@H:11]([OH:22])[CH2:12][N:13]([CH2:14][C:15]([CH3:21])([CH3:20])[CH2:16][CH2:17][C:18]#[N:19])[S:45]([C:42]2[CH:41]=[CH:40][C:39]([O:38][CH2:31][C:32]3[CH:33]=[CH:34][CH:35]=[CH:36][CH:37]=3)=[CH:44][CH:43]=2)(=[O:47])=[O:46])[CH2:4][O:3][CH2:2]1. The catalyst class is: 31.